From a dataset of NCI-60 drug combinations with 297,098 pairs across 59 cell lines. Regression. Given two drug SMILES strings and cell line genomic features, predict the synergy score measuring deviation from expected non-interaction effect. (1) Drug 1: CC1C(C(=O)NC(C(=O)N2CCCC2C(=O)N(CC(=O)N(C(C(=O)O1)C(C)C)C)C)C(C)C)NC(=O)C3=C4C(=C(C=C3)C)OC5=C(C(=O)C(=C(C5=N4)C(=O)NC6C(OC(=O)C(N(C(=O)CN(C(=O)C7CCCN7C(=O)C(NC6=O)C(C)C)C)C)C(C)C)C)N)C. Drug 2: C1=CC=C(C(=C1)C(C2=CC=C(C=C2)Cl)C(Cl)Cl)Cl. Cell line: EKVX. Synergy scores: CSS=-2.54, Synergy_ZIP=1.27, Synergy_Bliss=2.71, Synergy_Loewe=-1.48, Synergy_HSA=-1.42. (2) Drug 1: CS(=O)(=O)OCCCCOS(=O)(=O)C. Drug 2: C(CCl)NC(=O)N(CCCl)N=O. Cell line: M14. Synergy scores: CSS=2.68, Synergy_ZIP=-0.102, Synergy_Bliss=2.99, Synergy_Loewe=-1.28, Synergy_HSA=0.407. (3) Synergy scores: CSS=56.2, Synergy_ZIP=-3.52, Synergy_Bliss=-4.32, Synergy_Loewe=1.61, Synergy_HSA=3.38. Drug 1: C1=CC(=CC=C1CCC2=CNC3=C2C(=O)NC(=N3)N)C(=O)NC(CCC(=O)O)C(=O)O. Drug 2: CC(CN1CC(=O)NC(=O)C1)N2CC(=O)NC(=O)C2. Cell line: NCI-H460.